Dataset: Forward reaction prediction with 1.9M reactions from USPTO patents (1976-2016). Task: Predict the product of the given reaction. (1) The product is: [OH:23][CH:20]([CH:2]1[C:3](=[O:11])[NH:4][C:5]2[CH:10]=[CH:9][CH:8]=[CH:7][C:6]=2[S:1]1)[C:21]([NH:27][OH:32])=[O:22].[CH2:25]([O:24][C:20](=[O:23])[CH:21]([OH:22])[CH:2]1[C:3](=[O:11])[NH:4][C:5]2[CH:10]=[CH:9][CH:8]=[CH:7][C:6]=2[S:1]1)[CH3:26]. Given the reactants [S:1]1[C:6]2[CH:7]=[CH:8][CH:9]=[CH:10][C:5]=2[NH:4][C:3](=[O:11])[CH2:2]1.[Li+].CC([N-]C(C)C)C.[C:20]([O:24][CH2:25][CH3:26])(=[O:23])[CH:21]=[O:22].[NH4+:27].[Cl-].C1C[O:32]CC1, predict the reaction product. (2) Given the reactants [Cl:1][C:2]1[CH:3]=[C:4]([C:7]([O:9][CH3:10])=[O:8])[NH:5][CH:6]=1.[H-].[Na+].Cl[NH2:14], predict the reaction product. The product is: [NH2:14][N:5]1[CH:6]=[C:2]([Cl:1])[CH:3]=[C:4]1[C:7]([O:9][CH3:10])=[O:8]. (3) Given the reactants BrCCBr.[C:5]([O:9][C:10]([N:12]1[CH2:17][CH2:16][CH:15](I)[CH2:14][CH2:13]1)=[O:11])([CH3:8])([CH3:7])[CH3:6].[Cl:19][C:20]1[N:28]=[C:27]2[C:23]([N:24]=[C:25](I)[N:26]2[CH3:29])=[C:22]([N:31]2[CH2:36][CH2:35][O:34][CH2:33][CH2:32]2)[N:21]=1.C(Cl)Cl, predict the reaction product. The product is: [C:5]([O:9][C:10]([N:12]1[CH2:17][CH2:16][CH:15]([C:25]2[N:26]([CH3:29])[C:27]3[C:23]([N:24]=2)=[C:22]([N:31]2[CH2:36][CH2:35][O:34][CH2:33][CH2:32]2)[N:21]=[C:20]([Cl:19])[N:28]=3)[CH2:14][CH2:13]1)=[O:11])([CH3:8])([CH3:7])[CH3:6].